Predict the reaction yield, written as a fraction of the theoretical maximum amount of product (1.0 means a 100% yield; for example, 0.34 means a 34% yield). From a dataset of Reaction yield outcomes from USPTO patents with 853,638 reactions. (1) The reactants are [Cl:1][C:2]1[CH:12]=[CH:11][CH:10]=[CH:9][C:3]=1[C@@H:4]([OH:8])[C:5]([OH:7])=[O:6].P(=O)(Cl)(Cl)Cl.[CH3:18]O. No catalyst specified. The product is [Cl:1][C:2]1[CH:12]=[CH:11][CH:10]=[CH:9][C:3]=1[C@@H:4]([OH:8])[C:5]([O:7][CH3:18])=[O:6]. The yield is 0.950. (2) The reactants are [CH3:1][O:2][C:3]1[CH:4]=[C:5]([CH2:11][C:12](=O)[CH3:13])[CH:6]=[CH:7][C:8]=1[O:9][CH3:10].[CH3:15][NH2:16].[BH4-].[Na+].Cl. The catalyst is CO. The product is [CH3:1][O:2][C:3]1[CH:4]=[C:5]([CH2:11][CH:12]([NH:16][CH3:15])[CH3:13])[CH:6]=[CH:7][C:8]=1[O:9][CH3:10]. The yield is 0.920. (3) The reactants are [Li]C(CC)C.Br[C:7]1[C:8]2[C:13]([CH:14]=[C:15]3[C:20]=1[CH:19]=[CH:18][CH:17]=[CH:16]3)=[CH:12][CH:11]=[CH:10][CH:9]=2.C([O:24][B:25](OC(C)C)[O:26]C(C)C)(C)C.Cl. The catalyst is CCOCC.CO. The product is [CH:19]1[C:20]2[C:15](=[CH:14][C:13]3[C:8]([C:7]=2[B:25]([OH:26])[OH:24])=[CH:9][CH:10]=[CH:11][CH:12]=3)[CH:16]=[CH:17][CH:18]=1. The yield is 0.500. (4) The reactants are Cl[CH2:2][C:3](=O)[CH2:4][C:5]([O:7][CH2:8][CH3:9])=[O:6].[N:11]1[CH:16]=[CH:15][CH:14]=[CH:13][C:12]=1[NH2:17]. The catalyst is C1COCC1. The product is [N:17]1[C:3]([CH2:4][C:5]([O:7][CH2:8][CH3:9])=[O:6])=[CH:2][N:11]2[CH:16]=[CH:15][CH:14]=[CH:13][C:12]=12. The yield is 0.269. (5) The reactants are C(O)(C(F)(F)F)=O.[CH3:8][N:9]([CH3:43])[C:10](=[O:42])[NH:11][C:12]1[CH:13]=[C:14]([C:18]2[CH:19]=[C:20]3[C:24](=[CH:25][CH:26]=2)[N:23](C2CCCCO2)[N:22]=[C:21]3[C:33]([NH:35][C:36]2[CH:37]=[N:38][CH:39]=[CH:40][CH:41]=2)=[O:34])[CH:15]=[N:16][CH:17]=1.C([SiH](CC)CC)C. The catalyst is C(Cl)Cl. The product is [CH3:8][N:9]([CH3:43])[C:10](=[O:42])[NH:11][C:12]1[CH:13]=[C:14]([C:18]2[CH:19]=[C:20]3[C:24](=[CH:25][CH:26]=2)[NH:23][N:22]=[C:21]3[C:33]([NH:35][C:36]2[CH:37]=[N:38][CH:39]=[CH:40][CH:41]=2)=[O:34])[CH:15]=[N:16][CH:17]=1. The yield is 0.330. (6) The reactants are [NH2:1][C:2]1[CH:12]=[CH:11][C:10]([N+:13]([O-:15])=[O:14])=[CH:9][C:3]=1[C:4]([NH:6][CH2:7][CH3:8])=[O:5].[C:16](Cl)(Cl)=[O:17].C1(C)C=CC=CC=1. The catalyst is C1COCC1. The product is [CH2:7]([N:6]1[C:4](=[O:5])[C:3]2[C:2](=[CH:12][CH:11]=[C:10]([N+:13]([O-:15])=[O:14])[CH:9]=2)[NH:1][C:16]1=[O:17])[CH3:8]. The yield is 0.741. (7) The reactants are [Cl:1][C:2]1[S:6][C:5]([C:7]([O:9][CH3:10])=[O:8])=[CH:4][C:3]=1I.C([O-])([O-])=O.[K+].[K+].CC1(C)COB([C:25]2[N:29]([CH3:30])[N:28]=[CH:27][CH:26]=2)OC1. The catalyst is O1CCOCC1.O.C1C=CC([P]([Pd]([P](C2C=CC=CC=2)(C2C=CC=CC=2)C2C=CC=CC=2)([P](C2C=CC=CC=2)(C2C=CC=CC=2)C2C=CC=CC=2)[P](C2C=CC=CC=2)(C2C=CC=CC=2)C2C=CC=CC=2)(C2C=CC=CC=2)C2C=CC=CC=2)=CC=1. The product is [Cl:1][C:2]1[S:6][C:5]([C:7]([O:9][CH3:10])=[O:8])=[CH:4][C:3]=1[C:25]1[N:29]([CH3:30])[N:28]=[CH:27][CH:26]=1. The yield is 0.240.